This data is from Forward reaction prediction with 1.9M reactions from USPTO patents (1976-2016). The task is: Predict the product of the given reaction. (1) Given the reactants [F:1][C:2]1[CH:3]=[C:4]2[C:10]([C:11]3[N:16]=[C:15]([S:17][CH3:18])[C:14]([F:19])=[CH:13][N:12]=3)=[CH:9][N:8]([S:20]([C:23]3[CH:28]=[CH:27][C:26]([CH3:29])=[CH:25][CH:24]=3)(=[O:22])=[O:21])[C:5]2=[N:6][CH:7]=1.ClC1C=CC=C(C(OO)=[O:38])C=1.C([O-])([O-])=O.[K+].[K+], predict the reaction product. The product is: [F:1][C:2]1[CH:3]=[C:4]2[C:10]([C:11]3[N:16]=[C:15]([S:17]([CH3:18])=[O:38])[C:14]([F:19])=[CH:13][N:12]=3)=[CH:9][N:8]([S:20]([C:23]3[CH:28]=[CH:27][C:26]([CH3:29])=[CH:25][CH:24]=3)(=[O:22])=[O:21])[C:5]2=[N:6][CH:7]=1. (2) Given the reactants C(OC(=O)[NH:7][CH2:8][C:9]1[CH:14]=[CH:13][C:12]([O:15][CH2:16][C:17](=[O:19])[NH2:18])=[C:11]([CH:20]2[CH2:25][CH2:24][N:23]([C:26]([C:28]3[C:36]4[C:31](=[C:32]([CH3:37])[CH:33]=[CH:34][CH:35]=4)[N:30]([CH2:38][CH2:39][O:40][CH3:41])[CH:29]=3)=[O:27])[CH2:22][CH2:21]2)[CH:10]=1)(C)(C)C.[ClH:43], predict the reaction product. The product is: [ClH:43].[NH2:7][CH2:8][C:9]1[CH:14]=[CH:13][C:12]([O:15][CH2:16][C:17]([NH2:18])=[O:19])=[C:11]([CH:20]2[CH2:25][CH2:24][N:23]([C:26]([C:28]3[C:36]4[C:31](=[C:32]([CH3:37])[CH:33]=[CH:34][CH:35]=4)[N:30]([CH2:38][CH2:39][O:40][CH3:41])[CH:29]=3)=[O:27])[CH2:22][CH2:21]2)[CH:10]=1. (3) Given the reactants [O:1]=[C:2]([C:8]1[CH:9]=[N:10][CH:11]=[CH:12][CH:13]=1)[CH2:3][C:4]([O:6][CH3:7])=[O:5].[CH2:14]([NH2:21])[C:15]1[CH:20]=[CH:19][CH:18]=[CH:17][CH:16]=1.C(OO)(C)(C)C.S([O-])([O-])(=O)=S.[Na+].[Na+], predict the reaction product. The product is: [C:15]1([C:14]2[O:1][C:2]([C:8]3[CH:9]=[N:10][CH:11]=[CH:12][CH:13]=3)=[C:3]([C:4]([O:6][CH3:7])=[O:5])[N:21]=2)[CH:20]=[CH:19][CH:18]=[CH:17][CH:16]=1. (4) Given the reactants [Cl:1][C:2]1[CH:7]=[CH:6][C:5]([CH:8](O)[C:9]2[N:13]([CH:14]([CH3:16])[CH3:15])[C:12]([CH:17]3[CH2:21][CH2:20][O:19][CH2:18]3)=[N:11][C:10]=2[C:22]([O:24]CC)=O)=[CH:4][CH:3]=1.CS(OS(C)(=O)=O)(=O)=O.[CH3:37][N:38]1[C:42]2[CH:43]=[C:44]([NH2:48])[CH:45]=[C:46]([CH3:47])[C:41]=2[N:40]=[N:39]1, predict the reaction product. The product is: [Cl:1][C:2]1[CH:7]=[CH:6][C:5]([CH:8]2[C:9]3[N:13]([CH:14]([CH3:15])[CH3:16])[C:12]([CH:17]4[CH2:21][CH2:20][O:19][CH2:18]4)=[N:11][C:10]=3[C:22](=[O:24])[N:48]2[C:44]2[CH:45]=[C:46]([CH3:47])[C:41]3[N:40]=[N:39][N:38]([CH3:37])[C:42]=3[CH:43]=2)=[CH:4][CH:3]=1.